Dataset: Full USPTO retrosynthesis dataset with 1.9M reactions from patents (1976-2016). Task: Predict the reactants needed to synthesize the given product. (1) Given the product [OH:6][CH:5]([C:30]([CH3:33])([CH3:32])[CH3:31])[C:4]([NH:3][C:9]1[C:10]([CH3:29])=[C:11]([CH3:28])[C:12]2[O:16][CH2:15][CH:14]([C:17]3[CH:18]=[CH:19][C:20]([CH:23]([CH3:25])[CH3:24])=[CH:21][CH:22]=3)[C:13]=2[C:26]=1[CH3:27])=[O:8], predict the reactants needed to synthesize it. The reactants are: C([N:3]([C:9]1[C:10]([CH3:29])=[C:11]([CH3:28])[C:12]2[O:16][CH2:15][CH:14]([C:17]3[CH:22]=[CH:21][C:20]([CH:23]([CH3:25])[CH3:24])=[CH:19][CH:18]=3)[C:13]=2[C:26]=1[CH3:27])[C:4](=[O:8])[C:5]([O-])=[O:6])C.[C:30]([Mg]Cl)([CH3:33])([CH3:32])[CH3:31]. (2) Given the product [CH2:4]([N:8]1[C:9]2[CH:10]=[C:11]([C:12]([O:14][CH3:15])=[O:13])[CH:16]=[CH:17][C:18]=2[N:19]=[CH:1]1)[CH:5]([CH3:7])[CH3:6], predict the reactants needed to synthesize it. The reactants are: [CH:1](O)=O.[CH2:4]([NH:8][C:9]1[CH:10]=[C:11]([CH:16]=[CH:17][C:18]=1[N+:19]([O-])=O)[C:12]([O:14][CH3:15])=[O:13])[CH:5]([CH3:7])[CH3:6]. (3) Given the product [NH2:26][C:25]1[CH:20]=[CH:21][C:22]([NH:27][C:2]2[N:7]=[C:6]([NH:8][C:9]3[CH:13]=[C:12]([CH:14]4[CH2:18][CH2:17][CH2:16][CH2:15]4)[NH:11][N:10]=3)[CH:5]=[C:4]([CH3:19])[N:3]=2)=[CH:23][CH:24]=1, predict the reactants needed to synthesize it. The reactants are: Cl[C:2]1[N:7]=[C:6]([NH:8][C:9]2[CH:13]=[C:12]([CH:14]3[CH2:18][CH2:17][CH2:16][CH2:15]3)[NH:11][N:10]=2)[CH:5]=[C:4]([CH3:19])[N:3]=1.[CH:20]1[C:25]([NH2:26])=[CH:24][CH:23]=[C:22]([NH2:27])[CH:21]=1. (4) Given the product [F:20][C:19]([F:22])([F:21])[C:16]1[N:17]=[CH:18][NH:14][N:15]=1, predict the reactants needed to synthesize it. The reactants are: ClC1C=CC(C(=O)C([N:14]2[CH:18]=[N:17][C:16]([C:19]([F:22])([F:21])[F:20])=[N:15]2)=CN(C)C)=CC=1.O.NN. (5) Given the product [CH2:36]([O:29][C:28](=[O:30])[C:27]1[CH:31]=[CH:32][C:24]([NH:23][C:21]([C:18]2[CH:19]=[CH:20][C:15]3[O:14][CH2:13][CH2:12][N:11]([S:8]([C:6]4[CH:7]=[C:2]([Cl:1])[CH:3]=[CH:4][C:5]=4[O:34][CH3:35])(=[O:10])=[O:9])[C:16]=3[CH:17]=2)=[O:22])=[CH:25][C:26]=1[CH3:33])[CH3:37], predict the reactants needed to synthesize it. The reactants are: [Cl:1][C:2]1[CH:3]=[CH:4][C:5]([O:34][CH3:35])=[C:6]([S:8]([N:11]2[C:16]3[CH:17]=[C:18]([C:21]([NH:23][C:24]4[CH:32]=[CH:31][C:27]([C:28]([OH:30])=[O:29])=[C:26]([CH3:33])[CH:25]=4)=[O:22])[CH:19]=[CH:20][C:15]=3[O:14][CH2:13][CH2:12]2)(=[O:10])=[O:9])[CH:7]=1.[CH2:36](OC(=O)C1C=CC(N)=CC=1C)[CH3:37]. (6) Given the product [Cl:16][C:15]1[C:6]([NH:5][C:3](=[O:4])[CH:2]([NH:35][C:34]2[CH:36]=[CH:37][C:38]([F:39])=[C:32]([F:31])[CH:33]=2)[CH3:30])=[C:7]2[C:12](=[CH:13][CH:14]=1)[N:11]=[C:10]([N:17]1[CH2:21][CH2:20][C@@H:19]([OH:22])[CH2:18]1)[CH:9]=[CH:8]2, predict the reactants needed to synthesize it. The reactants are: Cl[CH:2]([CH3:30])[C:3]([NH:5][C:6]1[C:15]([Cl:16])=[CH:14][CH:13]=[C:12]2[C:7]=1[CH:8]=[CH:9][C:10]([N:17]1[CH2:21][CH2:20][C@@H:19]([O:22][Si](C(C)(C)C)(C)C)[CH2:18]1)=[N:11]2)=[O:4].[F:31][C:32]1[CH:33]=[C:34]([CH:36]=[CH:37][C:38]=1[F:39])[NH2:35].[F-].C([N+](CCCC)(CCCC)CCCC)CCC. (7) Given the product [NH2:1][C:2]1[C:7]([CH3:8])=[CH:6][C:5]([CH2:9][C@@H:10]([NH:16][C:17]([N:19]2[CH2:20][CH2:21][CH:22]([N:25]3[CH2:31][CH2:30][C:29]4[CH:32]=[CH:33][CH:34]=[CH:35][C:28]=4[NH:27][C:26]3=[O:36])[CH2:23][CH2:24]2)=[O:18])[C:11]([OH:13])=[O:12])=[CH:4][C:3]=1[Cl:37], predict the reactants needed to synthesize it. The reactants are: [NH2:1][C:2]1[C:7]([CH3:8])=[CH:6][C:5]([CH2:9][C@@H:10]([NH:16][C:17]([N:19]2[CH2:24][CH2:23][CH:22]([N:25]3[CH2:31][CH2:30][C:29]4[CH:32]=[CH:33][CH:34]=[CH:35][C:28]=4[NH:27][C:26]3=[O:36])[CH2:21][CH2:20]2)=[O:18])[C:11]([O:13]CC)=[O:12])=[CH:4][C:3]=1[Cl:37].CO.C1COCC1.[OH-].[Li+]. (8) Given the product [NH2:37][C:38]1[C:43]([F:44])=[C:42]([CH3:7])[N:41]=[C:40]([C:46]([O:48][CH3:49])=[O:47])[C:39]=1[Cl:50], predict the reactants needed to synthesize it. The reactants are: CB(O)O.[F-].[Cs+].[C:7]1(P(C2C=CC=CC=2)CCCCP(C2C=CC=CC=2)C2C=CC=CC=2)C=CC=CC=1.[NH2:37][C:38]1[C:43]([F:44])=[C:42](Cl)[N:41]=[C:40]([C:46]([O:48][CH3:49])=[O:47])[C:39]=1[Cl:50]. (9) The reactants are: [C:1]([N:4]1[CH2:13][CH2:12][C:11]2[C:6](=[CH:7][C:8]([NH2:14])=[CH:9][CH:10]=2)[CH2:5]1)(=[O:3])[CH3:2].[F:15][C:16]([F:21])([F:20])[C:17](O)=[O:18].FC(F)(F)C(OC(=O)C(F)(F)F)=O. Given the product [C:1]([N:4]1[CH2:13][CH2:12][C:11]2[C:6](=[CH:7][C:8]([NH:14][C:17](=[O:18])[C:16]([F:21])([F:20])[F:15])=[CH:9][CH:10]=2)[CH2:5]1)(=[O:3])[CH3:2], predict the reactants needed to synthesize it. (10) Given the product [NH2:1][C@@H:2]([CH2:3][S:4][CH2:13][C:12]1[CH:15]=[CH:16][C:9]([F:8])=[CH:10][CH:11]=1)[C:5]([OH:7])=[O:6], predict the reactants needed to synthesize it. The reactants are: [NH2:1][C@H:2]([C:5]([OH:7])=[O:6])[CH2:3][SH:4].[F:8][C:9]1[CH:16]=[CH:15][C:12]([CH2:13]Br)=[CH:11][CH:10]=1.